This data is from Forward reaction prediction with 1.9M reactions from USPTO patents (1976-2016). The task is: Predict the product of the given reaction. Given the reactants [O:1]=[C:2]1[C@@H:6]([NH:7][C:8](=[O:14])[O:9][C:10]([CH3:13])([CH3:12])[CH3:11])[CH2:5][CH2:4][S:3]1.[CH3:15][O-:16].[Na+].FC(F)(F)S(O[CH2:24][C@@H:25]1[C@@H:32]2[C@@H:28]([O:29][C:30]([CH3:34])([CH3:33])[O:31]2)[C@H:27]([N:35]2[CH:43]=[N:42][C:41]3[C:36]2=[N:37][C:38]([Cl:45])=[N:39][C:40]=3[NH2:44])[O:26]1)(=O)=O, predict the reaction product. The product is: [NH2:44][C:40]1[N:39]=[C:38]([Cl:45])[N:37]=[C:36]2[C:41]=1[N:42]=[CH:43][N:35]2[C@H:27]1[C@@H:28]2[O:29][C:30]([CH3:33])([CH3:34])[O:31][C@@H:32]2[C@@H:25]([CH2:24][S:3][CH2:4][CH2:5][C@H:6]([NH:7][C:8]([O:9][C:10]([CH3:13])([CH3:12])[CH3:11])=[O:14])[C:2]([O:16][CH3:15])=[O:1])[O:26]1.